From a dataset of Catalyst prediction with 721,799 reactions and 888 catalyst types from USPTO. Predict which catalyst facilitates the given reaction. (1) Reactant: Br[C:2](=[CH:5]OC(C)C)[CH:3]=[O:4].[NH2:10][C:11]1[C:19]2[C:14](=[CH:15][CH:16]=[CH:17][CH:18]=2)[CH2:13][N:12]=1.C(N(CC)CC)C. Product: [N:10]1[C:2]([CH:3]=[O:4])=[CH:5][N:12]2[CH2:13][C:14]3[C:19](=[CH:18][CH:17]=[CH:16][CH:15]=3)[C:11]=12. The catalyst class is: 115. (2) Reactant: C[C@@H]1CN(C2C3=NC=CC=C3NC=2)CCN1C(OC(C)(C)C)=O.C1(N=C=NC2CCCCC2)CCCCC1.[NH:39]1[C:47]2[C:42](=[N:43][CH:44]=[CH:45][CH:46]=2)[C:41]([NH:48][CH2:49][C:50]([O:52][CH2:53][CH3:54])=[O:51])=[CH:40]1.[CH2:55]([O:62][C:63]([NH:65][C@H:66]([CH3:70])[C:67](O)=[O:68])=[O:64])[C:56]1[CH:61]=[CH:60][CH:59]=[CH:58][CH:57]=1.C(N(CC)CC)C. Product: [CH2:55]([O:62][C:63]([NH:65][C@H:66]([CH3:70])[C:67]([N:48]([CH2:49][C:50]([O:52][CH2:53][CH3:54])=[O:51])[C:41]1[C:42]2=[N:43][CH:44]=[CH:45][CH:46]=[C:47]2[NH:39][CH:40]=1)=[O:68])=[O:64])[C:56]1[CH:61]=[CH:60][CH:59]=[CH:58][CH:57]=1. The catalyst class is: 98. (3) Reactant: Cl.Cl.C([O:6][C:7](=[O:15])[C@H:8]([CH2:10][CH2:11][CH2:12][CH2:13][NH2:14])[NH2:9])CC.[OH-].[Na+]. Product: [NH2:9][C@H:8]([C:7]([OH:15])=[O:6])[CH2:10][CH2:11][CH2:12][CH2:13][NH2:14]. The catalyst class is: 5. (4) Reactant: [Cl:1][C:2]1[CH:3]=[CH:4][C:5]([N:15]2[CH:19]=[C:18]([Cl:20])[N:17]=[N:16]2)=[C:6]([C:8]2[N:13]=[CH:12][N:11]=[C:10]([OH:14])[CH:9]=2)[CH:7]=1.CN(C(ON1N=NC2C=CC=NC1=2)=[N+](C)C)C.F[P-](F)(F)(F)(F)F.C1CCN2C(=NCCC2)CC1.N[C@@H:57]1[C:73]2[CH:74]=[C:69]([CH:70]=[CH:71][CH:72]=2)[C:68]2[N:67]([CH:75]([F:77])[F:76])[N:66]=[CH:65][C:64]=2[NH:63][C:62](=[O:78])[C@H:61]([CH3:79])[CH2:60][CH2:59][CH2:58]1. Product: [Cl:1][C:2]1[CH:3]=[CH:4][C:5]([N:15]2[CH:19]=[C:18]([Cl:20])[N:17]=[N:16]2)=[C:6]([C:8]2[N:13]=[CH:12][N:11]([C@@H:57]3[C:73]4[CH:74]=[C:69]([CH:70]=[CH:71][CH:72]=4)[C:68]4[N:67]([CH:75]([F:77])[F:76])[N:66]=[CH:65][C:64]=4[NH:63][C:62](=[O:78])[C@H:61]([CH3:79])[CH2:60][CH2:59][CH2:58]3)[C:10](=[O:14])[CH:9]=2)[CH:7]=1. The catalyst class is: 444. (5) Product: [C:1]([O:5][C:6]([N:8]1[C@@H:9]([C:16]2[CH:17]=[CH:18][CH:19]=[CH:20][CH:21]=2)[C@@H:10]([C:11]([O:13][CH3:14])=[O:12])[O:15][C:22]1([CH3:27])[CH3:23])=[O:7])([CH3:4])([CH3:2])[CH3:3]. Reactant: [C:1]([O:5][C:6]([NH:8][C@@H:9]([C:16]1[CH:21]=[CH:20][CH:19]=[CH:18][CH:17]=1)[C@H:10]([OH:15])[C:11]([O:13][CH3:14])=[O:12])=[O:7])([CH3:4])([CH3:3])[CH3:2].[C:22]1(C)[CH:27]=CC=C[CH:23]=1.COC(C)=C.C1(C)C=CC(S([O-])(=O)=O)=CC=1.[NH+]1C=CC=CC=1. The catalyst class is: 4. (6) Reactant: [Cl:1][C:2]1[N:3]=[CH:4][C:5]2[C:9](Cl)([N:10]=1)[N:8]=[CH:7][N:6]=2.[CH3:12][C:13]1[NH:17][N:16]=[C:15]([NH2:18])[CH:14]=1. Product: [Cl:1][C:2]1[N:3]=[CH:4][C:5]2[C:9]([NH:18][C:15]3[CH:14]=[C:13]([CH3:12])[NH:17][N:16]=3)([N:10]=1)[N:8]=[CH:7][N:6]=2. The catalyst class is: 8. (7) Reactant: COC[O:4][C:5]1[CH:6]=[N:7][CH:8]=[CH:9][C:10]=1[CH2:11][CH2:12][CH2:13][OH:14].C1(P(C2C=CC=CC=2)C2C=CC=CC=2)C=CC=CC=1.N(C(OC(C)C)=O)=NC(OC(C)C)=O.[Br:48][C:49]1[CH:50]=[C:51]([CH:60]=[CH:61][CH:62]=1)[O:52][C:53]1[C:58](O)=[CH:57][CH:56]=[CH:55][N:54]=1. Product: [Br:48][C:49]1[CH:50]=[C:51]([CH:60]=[CH:61][CH:62]=1)[O:52][C:53]1[C:58]([O:14][CH2:13][CH2:12][CH2:11][C:10]2[CH:9]=[CH:8][N:7]=[CH:6][C:5]=2[OH:4])=[CH:57][CH:56]=[CH:55][N:54]=1. The catalyst class is: 1. (8) Reactant: [CH2:1]([NH2:5])[CH2:2][CH2:3][CH3:4].[CH:6](=O)[CH2:7][CH2:8][CH2:9][C:10](=O)[CH3:11]. Product: [CH2:1]([N:5]1[C:10]([CH3:11])=[CH:9][CH:8]=[C:7]1[CH3:6])[CH2:2][CH2:3][CH3:4]. The catalyst class is: 15. (9) Reactant: [Cl:1][C:2]1[CH:8]=[CH:7][C:5](N)=[C:4]([C:9]2[CH:14]=[C:13]([O:15][CH3:16])[N:12]=[CH:11][N:10]=2)[CH:3]=1.CC1C=CC(S(O)(=O)=O)=CC=1.O.N([O-])=O.[Na+].[Na+].[I-:34]. Product: [Cl:1][C:2]1[CH:8]=[CH:7][C:5]([I:34])=[C:4]([C:9]2[CH:14]=[C:13]([O:15][CH3:16])[N:12]=[CH:11][N:10]=2)[CH:3]=1. The catalyst class is: 47. (10) Reactant: [C:1]([O:4][CH:5]([C:17]1[S:18][CH:19]=[CH:20][CH:21]=1)[CH2:6][CH2:7][N:8](C)[CH2:9]C1C=CC=CC=1)(=[O:3])[CH3:2].Cl[C:23]([O:25][C:26]1[CH:31]=[CH:30][CH:29]=[CH:28][CH:27]=1)=[O:24]. Product: [C:1]([O:4][CH:5]([C:17]1[S:18][CH:19]=[CH:20][CH:21]=1)[CH2:6][CH2:7][N:8]([CH3:9])[C:23](=[O:24])[O:25][C:26]1[CH:31]=[CH:30][CH:29]=[CH:28][CH:27]=1)(=[O:3])[CH3:2]. The catalyst class is: 10.